Dataset: Forward reaction prediction with 1.9M reactions from USPTO patents (1976-2016). Task: Predict the product of the given reaction. (1) The product is: [I:1][C:2]1[CH:7]=[CH:6][C:5](/[C:8](/[C:12]2[CH:17]=[CH:16][C:15]([S:18][C:19]([F:22])([F:20])[F:21])=[CH:14][CH:13]=2)=[CH:9]\[CH2:10][O:11][C:33]2[CH:32]=[CH:31][C:25]([O:26][CH2:27][C:28]([O:30][CH3:60])=[O:29])=[C:24]([CH3:23])[CH:34]=2)=[CH:4][CH:3]=1. Given the reactants [I:1][C:2]1[CH:7]=[CH:6][C:5](/[C:8](/[C:12]2[CH:17]=[CH:16][C:15]([S:18][C:19]([F:22])([F:21])[F:20])=[CH:14][CH:13]=2)=[CH:9]\[CH2:10][OH:11])=[CH:4][CH:3]=1.[CH3:23][C:24]1[CH:34]=[C:33](OC/C=C(/C2C=CC(C#CCN3CCOCC3)=CC=2)\C2C=CC=CC=2)[CH:32]=[CH:31][C:25]=1[O:26][CH2:27][C:28]([OH:30])=[O:29].[C:60]1(P(C2C=CC=CC=2)C2C=CC=CC=2)C=CC=CC=1.N(C(OC(C)C)=O)=NC(OC(C)C)=O, predict the reaction product. (2) Given the reactants C1COCC1.[NH2:6][C:7]1[C:12]2=[C:13]([C:19]3[CH:24]=[CH:23][C:22]([NH:25][C:26]([NH:28][C:29]4[CH:34]=[C:33]([C:35]([F:38])([F:37])[F:36])[CH:32]=[CH:31][C:30]=4[F:39])=[O:27])=[C:21]([F:40])[CH:20]=3)[C:14]([CH2:16][O:17][CH3:18])=[CH:15][N:11]2[N:10]=[CH:9][N:8]=1.[Br:41]N1C(C)(C)C(=O)N(Br)C1=O.[O-]S([O-])=O.[Na+].[Na+], predict the reaction product. The product is: [NH2:6][C:7]1[C:12]2=[C:13]([C:19]3[CH:24]=[CH:23][C:22]([NH:25][C:26]([NH:28][C:29]4[CH:34]=[C:33]([C:35]([F:36])([F:37])[F:38])[CH:32]=[CH:31][C:30]=4[F:39])=[O:27])=[C:21]([F:40])[CH:20]=3)[C:14]([CH2:16][O:17][CH3:18])=[C:15]([Br:41])[N:11]2[N:10]=[CH:9][N:8]=1. (3) The product is: [C:8]([C:6]1[CH:5]=[CH:4][C:3]([OH:12])=[C:2]([N:1]=[CH:26][C:24]2[O:25][C:21]([C:16]3[CH:17]=[CH:18][CH:19]=[CH:20][C:15]=3[C:14]([F:28])([F:13])[F:29])=[CH:22][CH:23]=2)[CH:7]=1)([CH3:9])([CH3:11])[CH3:10]. Given the reactants [NH2:1][C:2]1[CH:7]=[C:6]([C:8]([CH3:11])([CH3:10])[CH3:9])[CH:5]=[CH:4][C:3]=1[OH:12].[F:13][C:14]([F:29])([F:28])[C:15]1[CH:20]=[CH:19][CH:18]=[CH:17][C:16]=1[C:21]1[O:25][C:24]([CH:26]=O)=[CH:23][CH:22]=1, predict the reaction product.